Predict the product of the given reaction. From a dataset of Forward reaction prediction with 1.9M reactions from USPTO patents (1976-2016). (1) Given the reactants Cl[C:2]1[N:3]=[CH:4][C:5]2[CH2:17][CH2:16][C:15]3[C:14]4[C:13](=[O:18])[NH:12][CH2:11][CH2:10][C:9]=4[NH:8][C:7]=3[C:6]=2[CH:19]=1.CC1(C)C(C)(C)OB(/[CH:28]=[CH:29]/[C:30]2[CH:31]=[C:32]([CH:40]=[CH:41][CH:42]=2)[CH2:33][N:34]2[CH2:39][CH2:38][O:37][CH2:36][CH2:35]2)O1.C1C=CC(P(C2C=CC=CC=2)C2C=CC=CC=2)=CC=1.C([O-])([O-])=O.[Na+].[Na+], predict the reaction product. The product is: [N:34]1([CH2:33][C:32]2[CH:31]=[C:30](/[CH:29]=[CH:28]/[C:2]3[N:3]=[CH:4][C:5]4[C:6]([CH:19]=3)=[C:7]3[C:15](=[CH:16][CH:17]=4)[C:14]4[C:13](=[O:18])[NH:12][CH2:11][CH2:10][C:9]=4[NH:8]3)[CH:42]=[CH:41][CH:40]=2)[CH2:35][CH2:36][O:37][CH2:38][CH2:39]1. (2) Given the reactants O=[C:2]1[C:7]([C:8]#[N:9])=[C:6]([N:10]2[CH2:15][CH2:14][CH2:13][CH2:12][CH2:11]2)[CH:5]=[C:4]([C:16]2[CH:21]=[CH:20][CH:19]=[CH:18][CH:17]=2)O1.[H-].[Na+].[CH2:24]1[CH2:28]O[CH2:26][CH2:25]1, predict the reaction product. The product is: [C:16]1([C:4]2[C:6]3[C:5]4[C:25](=[CH:24][CH:28]=[CH:16][CH:4]=4)[CH2:26][C:2]=3[C:7]([C:8]#[N:9])=[C:6]([N:10]3[CH2:15][CH2:14][CH2:13][CH2:12][CH2:11]3)[CH:5]=2)[CH:21]=[CH:20][CH:19]=[CH:18][CH:17]=1. (3) Given the reactants Cl[C:2]1[CH:7]=[C:6]([Cl:8])[N:5]=[C:4]([S:9][CH3:10])[N:3]=1.N[CH:12]([OH:14])[CH3:13].C([N:17](CC)CC)C, predict the reaction product. The product is: [Cl:8][C:6]1[N:5]=[C:4]([S:9][CH3:10])[N:3]=[C:2]([NH:17][CH2:13][CH2:12][OH:14])[CH:7]=1. (4) Given the reactants BrC1C=CC2NC3N=C(C(F)(F)F)C=CC=3CN(S(C3C=CC(C(C)(C)C)=CC=3)(=O)=O)C=2C=1.[I:34][C:35]1[CH:36]=[CH:37][C:38]2[NH:44][C:43]3[N:45]=[C:46]([C:49]([F:52])([F:51])[F:50])[CH:47]=[CH:48][C:42]=3[CH2:41][NH:40][C:39]=2[CH:53]=1.[F:54][C:55]([F:70])([F:69])[C:56]1([C:59]2[CH:64]=[CH:63][C:62]([S:65](Cl)(=[O:67])=[O:66])=[CH:61][CH:60]=2)[CH2:58][CH2:57]1.BrC1C=CC2NC3N=C(C(F)(F)F)C=CC=3CNC=2C=1.C(C1C=CC(S(Cl)(=O)=O)=CC=1)(C)(C)C, predict the reaction product. The product is: [I:34][C:35]1[CH:36]=[CH:37][C:38]2[NH:44][C:43]3[N:45]=[C:46]([C:49]([F:52])([F:50])[F:51])[CH:47]=[CH:48][C:42]=3[CH2:41][N:40]([S:65]([C:62]3[CH:61]=[CH:60][C:59]([C:56]4([C:55]([F:54])([F:69])[F:70])[CH2:58][CH2:57]4)=[CH:64][CH:63]=3)(=[O:67])=[O:66])[C:39]=2[CH:53]=1. (5) Given the reactants [CH3:1][C:2]1[C:24]([CH3:25])=[CH:23][C:5]2[N:6]([C:10]3[CH2:11][CH2:12][N:13](CC4C=CC=CC=4)[CH2:14][CH:15]=3)[C:7](=[O:9])[NH:8][C:4]=2[CH:3]=1.[H][H], predict the reaction product. The product is: [CH3:1][C:2]1[C:24]([CH3:25])=[CH:23][C:5]2[N:6]([CH:10]3[CH2:15][CH2:14][NH:13][CH2:12][CH2:11]3)[C:7](=[O:9])[NH:8][C:4]=2[CH:3]=1. (6) The product is: [Si:32]([O:31][CH2:30][CH2:29][N:20]1[C:21]2[C:17](=[CH:16][C:15]([C:13]([N:10]3[CH2:11][CH2:12][CH:7]([O:6][C:5]4[CH:4]=[CH:3][C:2]([Cl:1])=[CH:25][CH:24]=4)[CH2:8][CH2:9]3)=[O:14])=[CH:23][CH:22]=2)[CH:18]=[CH:19]1)([C:35]([CH3:38])([CH3:37])[CH3:36])([CH3:34])[CH3:33]. Given the reactants [Cl:1][C:2]1[CH:25]=[CH:24][C:5]([O:6][CH:7]2[CH2:12][CH2:11][N:10]([C:13]([C:15]3[CH:16]=[C:17]4[C:21](=[CH:22][CH:23]=3)[NH:20][CH:19]=[CH:18]4)=[O:14])[CH2:9][CH2:8]2)=[CH:4][CH:3]=1.[H-].[Na+].Br[CH2:29][CH2:30][O:31][Si:32]([C:35]([CH3:38])([CH3:37])[CH3:36])([CH3:34])[CH3:33].O, predict the reaction product.